This data is from Full USPTO retrosynthesis dataset with 1.9M reactions from patents (1976-2016). The task is: Predict the reactants needed to synthesize the given product. (1) Given the product [CH3:1][C:2]1[C:6]([C:7]2[C:16]3[O:15][CH2:14][C@H:13]([C:17]4[CH:22]=[CH:21][CH:20]=[CH:19][N:18]=4)[N:12]4[C:23]([CH:25]=[O:29])=[N:24][C:10]([C:11]=34)=[CH:9][CH:8]=2)=[C:5]([CH3:27])[O:4][N:3]=1, predict the reactants needed to synthesize it. The reactants are: [CH3:1][C:2]1[C:6]([C:7]2[C:16]3[O:15][CH2:14][C@H:13]([C:17]4[CH:22]=[CH:21][CH:20]=[CH:19][N:18]=4)[N:12]4[C:23]([CH:25]=C)=[N:24][C:10]([C:11]=34)=[CH:9][CH:8]=2)=[C:5]([CH3:27])[O:4][N:3]=1.I([O-])(=O)(=O)=[O:29].[Na+]. (2) Given the product [CH3:1][O:2][C:3](=[O:34])[C:4]1[CH:33]=[CH:32][CH:31]=[C:6]([C:7]([NH:9][C:10]2[CH:15]=[CH:14][C:13]([N:16]3[C:20]([C:21]([F:23])([F:24])[F:22])=[CH:19][C:18]([C:25]4[CH:26]=[N:27][CH:28]=[CH:29][CH:30]=4)=[N:17]3)=[CH:12][N:11]=2)=[O:8])[CH:5]=1.[N:27]1[CH:28]=[CH:29][CH:30]=[C:25]([C:18]2[CH:19]=[C:20]([C:21]([F:23])([F:24])[F:22])[N:16]([C:13]3[CH:14]=[CH:15][C:10]([NH:9][C:7](=[O:8])[C:6]4[CH:5]=[C:4]([CH:33]=[CH:32][CH:31]=4)[C:3]([OH:34])=[O:2])=[N:11][CH:12]=3)[N:17]=2)[CH:26]=1, predict the reactants needed to synthesize it. The reactants are: [CH3:1][O:2][C:3](=[O:34])[C:4]1[CH:33]=[CH:32][CH:31]=[C:6]([C:7]([NH:9][C:10]2[CH:15]=[CH:14][C:13]([N:16]3[C:20]([C:21]([F:24])([F:23])[F:22])=[CH:19][C:18]([C:25]4[CH:26]=[N:27][CH:28]=[CH:29][CH:30]=4)=[N:17]3)=[CH:12][N:11]=2)=[O:8])[CH:5]=1.O.[OH-].[Li+].Cl.